From a dataset of Full USPTO retrosynthesis dataset with 1.9M reactions from patents (1976-2016). Predict the reactants needed to synthesize the given product. (1) Given the product [CH2:6]([O:5][C:3]([C:2]1[S:8][CH:10]=[C:11]([C:12]([OH:14])=[O:13])[N:1]=1)=[O:4])[CH3:7], predict the reactants needed to synthesize it. The reactants are: [NH2:1][C:2](=[S:8])[C:3]([O:5][CH2:6][CH3:7])=[O:4].Br[CH2:10][C:11](=O)[C:12]([OH:14])=[O:13]. (2) Given the product [CH3:14][O:13][CH:12]([O:15][CH3:16])[C:11]1[N:10]=[C:9]2[C:4]([CH2:5][CH2:6][CH2:7][N:8]2[C:17]([NH:19][C:20]2[CH:25]=[CH:24][C:23]([C:26]([F:29])([F:28])[F:27])=[CH:22][N:21]=2)=[O:18])=[CH:3][C:2]=1[CH3:30], predict the reactants needed to synthesize it. The reactants are: Br[C:2]1[CH:3]=[C:4]2[C:9](=[N:10][C:11]=1[CH:12]([O:15][CH3:16])[O:13][CH3:14])[N:8]([C:17]([NH:19][C:20]1[CH:25]=[CH:24][C:23]([C:26]([F:29])([F:28])[F:27])=[CH:22][N:21]=1)=[O:18])[CH2:7][CH2:6][CH2:5]2.[CH3:30]B1OB(C)OB(C)O1.C([O-])([O-])=O.[Na+].[Na+].COCCOC. (3) Given the product [CH3:23][C:13]1[S:14][C:15]([C:16]2[CH:17]=[C:18]([CH3:22])[CH:19]=[CH:20][CH:21]=2)=[C:11]([C:9]([N:8]2[CH2:7][C@@H:6]3[C@@H:4]([CH2:5]3)[C@H:3]2[CH2:2][NH:1][C:35]([C:27]2[O:28][C:29]3[C:34]([C:25](=[O:24])[CH:26]=2)=[CH:33][CH:32]=[CH:31][CH:30]=3)=[O:36])=[O:10])[N:12]=1, predict the reactants needed to synthesize it. The reactants are: [NH2:1][CH2:2][C@H:3]1[N:8]([C:9]([C:11]2[N:12]=[C:13]([CH3:23])[S:14][C:15]=2[C:16]2[CH:17]=[C:18]([CH3:22])[CH:19]=[CH:20][CH:21]=2)=[O:10])[CH2:7][C@@H:6]2[C@H:4]1[CH2:5]2.[O:24]=[C:25]1[C:34]2[C:29](=[CH:30][CH:31]=[CH:32][CH:33]=2)[O:28][C:27]([C:35](O)=[O:36])=[CH:26]1. (4) Given the product [Cl:1][C:2]1[S:3][C:4]([S:7]([NH2:11])(=[O:9])=[O:8])=[CH:5][N:6]=1, predict the reactants needed to synthesize it. The reactants are: [Cl:1][C:2]1[S:3][C:4]([S:7](Cl)(=[O:9])=[O:8])=[CH:5][N:6]=1.[NH4+:11].[OH-].